This data is from Catalyst prediction with 721,799 reactions and 888 catalyst types from USPTO. The task is: Predict which catalyst facilitates the given reaction. (1) Reactant: [CH:1]([S:3]([N:6]([CH3:20])[C:7]1[CH:15]=[C:14]([C:16]([O:18][CH3:19])=[O:17])[CH:13]=[C:12]2[C:8]=1[CH:9]=[CH:10][NH:11]2)(=[O:5])=[O:4])=[CH2:2].[Br:21]Br. Product: [Br:21][C:9]1[C:8]2[C:12](=[CH:13][C:14]([C:16]([O:18][CH3:19])=[O:17])=[CH:15][C:7]=2[N:6]([S:3]([CH:1]=[CH2:2])(=[O:5])=[O:4])[CH3:20])[NH:11][CH:10]=1. The catalyst class is: 9. (2) Reactant: [C:1]([O:4][C@@H:5]1[C@H:9]([O:10][C:11](=[O:13])[CH3:12])[C@@H:8]([CH2:14][O:15][C:16](=[O:18])[CH3:17])[O:7][C@H:6]1[N:19]1[CH:27]=[N:26][C:25]2[C:20]1=[N:21][C:22]([Cl:29])=[N:23][C:24]=2Cl)(=[O:3])[CH3:2].[C:30]1([C:36]2[N:37]=[CH:38][NH:39][C:40]=2[C:41]2[CH:46]=[CH:45][CH:44]=[CH:43][CH:42]=2)[CH:35]=[CH:34][CH:33]=[CH:32][CH:31]=1. Product: [C:1]([O:4][C@@H:5]1[C@H:9]([O:10][C:11](=[O:13])[CH3:12])[C@@H:8]([CH2:14][O:15][C:16](=[O:18])[CH3:17])[O:7][C@H:6]1[N:19]1[CH:27]=[N:26][C:25]2[C:20]1=[N:21][C:22]([Cl:29])=[N:23][C:24]=2[N:37]1[C:36]([C:30]2[CH:35]=[CH:34][CH:33]=[CH:32][CH:31]=2)=[C:40]([C:41]2[CH:42]=[CH:43][CH:44]=[CH:45][CH:46]=2)[N:39]=[CH:38]1)(=[O:3])[CH3:2]. The catalyst class is: 3.